Dataset: Reaction yield outcomes from USPTO patents with 853,638 reactions. Task: Predict the reaction yield, written as a fraction of the theoretical maximum amount of product (1.0 means a 100% yield; for example, 0.34 means a 34% yield). The reactants are [N+:1]([C:4]1[CH:16]=[CH:15][C:7]([CH2:8][C:9]2[CH:14]=[CH:13][N:12]=[CH:11][CH:10]=2)=[CH:6][CH:5]=1)([O-])=O. The catalyst is CCO.[Pd]. The product is [N:12]1[CH:13]=[CH:14][C:9]([CH2:8][C:7]2[CH:6]=[CH:5][C:4]([NH2:1])=[CH:16][CH:15]=2)=[CH:10][CH:11]=1. The yield is 0.900.